This data is from Full USPTO retrosynthesis dataset with 1.9M reactions from patents (1976-2016). The task is: Predict the reactants needed to synthesize the given product. (1) Given the product [O:17]1[CH:21]=[CH:20][CH:19]=[C:18]1[C:22]([NH:23][C:24]1([C:25]([NH:10][C@H:11]([CH2:15][OH:16])[CH:12]([CH3:14])[CH3:13])=[O:27])[CH2:32][CH2:31][CH2:30][CH2:29][CH2:28]1)=[O:26], predict the reactants needed to synthesize it. The reactants are: C(N(CC)C(C)C)(C)C.[NH2:10][C@H:11]([CH2:15][OH:16])[CH:12]([CH3:14])[CH3:13].[O:17]1[CH:21]=[CH:20][CH:19]=[C:18]1[C:22]1[O:26][C:25](=[O:27])[C:24]2([CH2:32][CH2:31][CH2:30][CH2:29][CH2:28]2)[N:23]=1. (2) Given the product [CH3:9][C:10]1[CH:15]=[CH:14][C:13]([CH3:16])=[CH:12][C:11]=1[S:17]([OH:20])(=[O:19])=[O:18].[CH3:7][O:6][C:4](=[O:5])[C@H:2]([CH3:3])[NH2:1], predict the reactants needed to synthesize it. The reactants are: [NH2:1][C@H:2]([C:4]([O:6][CH3:7])=[O:5])[CH3:3].Cl.[CH3:9][C:10]1[CH:15]=[CH:14][C:13]([CH3:16])=[CH:12][C:11]=1[S:17]([OH:20])(=[O:19])=[O:18]. (3) Given the product [F:23][C:24]1[CH:29]=[CH:28][CH:27]=[CH:26][C:25]=1[CH2:30][CH2:31][N:32]1[C:9](=[O:10])[C:4]2[C:5](=[CH:21][CH:22]=[C:2]([CH3:1])[CH:3]=2)[N:6]=[C:7]1[C:11]1[CH:16]=[CH:15][CH:14]=[CH:13][C:12]=1[OH:17], predict the reactants needed to synthesize it. The reactants are: [CH3:1][C:2]1[CH:22]=[CH:21][C:5]2[N:6]=[C:7]([C:11]3[CH:16]=[CH:15][CH:14]=[CH:13][C:12]=3[O:17]C(=O)C)O[C:9](=[O:10])[C:4]=2[CH:3]=1.[F:23][C:24]1[CH:29]=[CH:28][CH:27]=[CH:26][C:25]=1[CH2:30][CH2:31][NH2:32]. (4) Given the product [CH:3]1([C@@H:9]([NH:11][C:12]([C:14]2[C:23]3[C:18](=[CH:19][CH:20]=[CH:21][CH:22]=3)[N:17]=[C:16]([C:24]3[CH:25]=[CH:26][CH:27]=[CH:28][CH:29]=3)[C:15]=2[CH2:30][N:31]2[CH2:36][CH2:35][N:34]([CH2:37][C:38]3[CH:44]=[CH:42][CH:41]=[CH:40][CH:39]=3)[C:33](=[O:43])[CH2:32]2)=[O:13])[CH3:10])[CH2:4][CH2:5][CH2:6][CH2:7][CH2:8]1, predict the reactants needed to synthesize it. The reactants are: [H-].[Na+].[CH:3]1([C@@H:9]([NH:11][C:12]([C:14]2[C:23]3[C:18](=[CH:19][CH:20]=[CH:21][CH:22]=3)[N:17]=[C:16]([C:24]3[CH:29]=[CH:28][CH:27]=[CH:26][CH:25]=3)[C:15]=2[CH2:30][N:31]2[CH2:36][CH2:35][N:34]([C:37]3[CH:42]=[CH:41][CH:40]=[CH:39][CH:38]=3)[C:33](=[O:43])[CH2:32]2)=[O:13])[CH3:10])[CH2:8][CH2:7][CH2:6][CH2:5][CH2:4]1.[CH2:44](Br)C1C=CC=CC=1.[Na+].[Cl-]. (5) Given the product [OH:24][N:19]1[CH2:20][CH2:21][CH2:22][CH2:23][CH:17]([S:14]([C:11]2[CH:10]=[CH:9][C:8]([O:7][C:6]3[CH:5]=[CH:4][C:3]([O:2][CH3:1])=[CH:46][CH:45]=3)=[CH:13][CH:12]=2)(=[O:16])=[O:15])[C:18]1=[O:44], predict the reactants needed to synthesize it. The reactants are: [CH3:1][O:2][C:3]1[CH:46]=[CH:45][C:6]([O:7][C:8]2[CH:13]=[CH:12][C:11]([S:14]([CH:17]3[CH2:23][CH2:22][CH2:21][CH2:20][N:19]([O:24]C(C4C=CC=CC=4)(C4C=CC=CC=4)C4C=CC=CC=4)[C:18]3=[O:44])(=[O:16])=[O:15])=[CH:10][CH:9]=2)=[CH:5][CH:4]=1.C(O)(C(F)(F)F)=O.